From a dataset of Reaction yield outcomes from USPTO patents with 853,638 reactions. Predict the reaction yield, written as a fraction of the theoretical maximum amount of product (1.0 means a 100% yield; for example, 0.34 means a 34% yield). (1) The yield is 0.400. The product is [Br:6][C:7]1[CH:8]=[C:9]2[C:23]([CH:13]([C:15]3[CH:20]=[CH:19][C:18]([CH3:21])=[CH:17][CH:16]=3)[CH2:12][N:11]([CH3:22])[CH2:10]2)=[CH:24][CH:25]=1. The catalyst is ClCCCl. The reactants are CS(O)(=O)=O.[Br:6][C:7]1[CH:8]=[C:9]([CH:23]=[CH:24][CH:25]=1)[CH2:10][N:11]([CH3:22])[CH2:12][CH:13]([C:15]1[CH:20]=[CH:19][C:18]([CH3:21])=[CH:17][CH:16]=1)O.[OH-].[NH4+]. (2) The product is [CH2:1]([NH:3][C:4]([NH:6][C:7]1[CH:8]=[C:9]([NH:10][C:15]2[N:20]=[C:19]([NH:10][C:9]3[CH:11]=[CH:12][CH:13]=[C:7]([NH:6][C:4]([NH:3][CH2:1][CH3:2])=[O:5])[CH:8]=3)[C:18]([F:22])=[CH:17][N:16]=2)[CH:11]=[CH:12][CH:13]=1)=[O:5])[CH3:2]. The reactants are [CH2:1]([NH:3][C:4]([NH:6][C:7]1[CH:8]=[C:9]([CH:11]=[CH:12][CH:13]=1)[NH2:10])=[O:5])[CH3:2].Cl[C:15]1[N:20]=[C:19](Cl)[C:18]([F:22])=[CH:17][N:16]=1. No catalyst specified. The yield is 0.660.